Predict the product of the given reaction. From a dataset of Forward reaction prediction with 1.9M reactions from USPTO patents (1976-2016). (1) The product is: [F:1][C:2]([F:26])([F:25])[CH2:3][NH:4][C:5]([C:7]1([CH2:20][CH2:21][CH2:22][CH2:23][N:40]2[CH2:41][CH2:42][N:37]([C:29]3[N:28]([CH3:27])[C:36]4[N:35]=[CH:34][CH:33]=[CH:32][C:31]=4[N:30]=3)[CH2:38][CH2:39]2)[C:19]2[CH:18]=[CH:17][CH:16]=[CH:15][C:14]=2[C:13]2[C:8]1=[CH:9][CH:10]=[CH:11][CH:12]=2)=[O:6]. Given the reactants [F:1][C:2]([F:26])([F:25])[CH2:3][NH:4][C:5]([C:7]1([CH2:20][CH2:21][CH2:22][CH2:23]Br)[C:19]2[CH:18]=[CH:17][CH:16]=[CH:15][C:14]=2[C:13]2[C:8]1=[CH:9][CH:10]=[CH:11][CH:12]=2)=[O:6].[CH3:27][N:28]1[C:36]2[N:35]=[CH:34][CH:33]=[CH:32][C:31]=2[N:30]=[C:29]1[N:37]1[CH2:42][CH2:41][NH:40][CH2:39][CH2:38]1, predict the reaction product. (2) Given the reactants [S:1]1[CH:5]=[C:4]([C:6](Cl)=[O:7])[N:3]=[CH:2]1.[Br:9][C:10]1[N:15]=[CH:14][C:13]([NH2:16])=[C:12]([CH3:17])[CH:11]=1, predict the reaction product. The product is: [Br:9][C:10]1[N:15]=[CH:14][C:13]([NH:16][C:6]([C:4]2[N:3]=[CH:2][S:1][CH:5]=2)=[O:7])=[C:12]([CH3:17])[CH:11]=1. (3) Given the reactants [NH2:1][CH2:2][CH:3]1[CH2:8][CH2:7][N:6]([C:9]([O:11][C:12]([CH3:15])([CH3:14])[CH3:13])=[O:10])[CH2:5][CH2:4]1.C(N(C(C)C)CC)(C)C.Cl[C:26]([O:28][CH2:29][C:30]1[CH:35]=[CH:34][CH:33]=[CH:32][CH:31]=1)=[O:27], predict the reaction product. The product is: [CH2:29]([O:28][C:26]([NH:1][CH2:2][CH:3]1[CH2:8][CH2:7][N:6]([C:9]([O:11][C:12]([CH3:15])([CH3:14])[CH3:13])=[O:10])[CH2:5][CH2:4]1)=[O:27])[C:30]1[CH:35]=[CH:34][CH:33]=[CH:32][CH:31]=1. (4) Given the reactants [Cl-].Cl[CH2:3][CH2:4][NH2+:5][CH:6]([CH2:9][CH3:10])[CH2:7][CH3:8].[CH3:11][C:12]1[CH:17]=[C:16]([N+:18]([O-:20])=[O:19])[CH:15]=[CH:14][C:13]=1[N:21]=[C:22]=[S:23], predict the reaction product. The product is: [CH3:11][C:12]1[CH:17]=[C:16]([N+:18]([O-:20])=[O:19])[CH:15]=[CH:14][C:13]=1[N:21]=[C:22]1[N:5]([CH:6]([CH2:9][CH3:10])[CH2:7][CH3:8])[CH2:4][CH2:3][S:23]1. (5) The product is: [Cl:26][C:23]1[CH:24]=[CH:25][C:20]([CH2:19][N:4]2[CH:5]=[C:6]([CH2:9][CH2:10][CH2:11][C:12]3[CH:17]=[CH:16][CH:15]=[CH:14][CH:13]=3)[CH:7]=[CH:8][C:3]2=[O:2])=[C:21]([F:27])[CH:22]=1. Given the reactants C[O:2][C:3]1[CH:8]=[CH:7][C:6]([CH2:9][CH2:10][CH2:11][C:12]2[CH:17]=[CH:16][CH:15]=[CH:14][CH:13]=2)=[CH:5][N:4]=1.Br[CH2:19][C:20]1[CH:25]=[CH:24][C:23]([Cl:26])=[CH:22][C:21]=1[F:27], predict the reaction product. (6) The product is: [Br:1][C:2]1([Br:9])[CH2:4][C:3]1([Br:8])[CH2:5][CH2:6][O:7][S:22]([C:16]1[CH:21]=[CH:20][CH:19]=[CH:18][CH:17]=1)(=[O:24])=[O:23]. Given the reactants [Br:1][C:2]1([Br:9])[CH2:4][C:3]1([Br:8])[CH2:5][CH2:6][OH:7].N1C=CC=CC=1.[C:16]1([S:22](Cl)(=[O:24])=[O:23])[CH:21]=[CH:20][CH:19]=[CH:18][CH:17]=1.O, predict the reaction product.